Dataset: Forward reaction prediction with 1.9M reactions from USPTO patents (1976-2016). Task: Predict the product of the given reaction. (1) Given the reactants [CH2:1]([O:3][C:4](=[O:16])[CH2:5][O:6][C:7]1[CH:12]=[CH:11][C:10]([C:13]#[N:14])=[C:9](Cl)[CH:8]=1)[CH3:2].CC1(C)C(C)(C)OB([C:25]2[CH:30]=[CH:29][C:28]([C:31]3[S:32][CH:33]=[CH:34][C:35]=3[NH:36][S:37]([CH:40]([CH3:42])[CH3:41])(=[O:39])=[O:38])=[CH:27][CH:26]=2)O1.C([O-])([O-])=O.[Na+].[Na+].Cl, predict the reaction product. The product is: [CH2:1]([O:3][C:4](=[O:16])[CH2:5][O:6][C:7]1[CH:8]=[C:9]([C:25]2[CH:26]=[CH:27][C:28]([C:31]3[S:32][CH:33]=[CH:34][C:35]=3[NH:36][S:37]([CH:40]([CH3:42])[CH3:41])(=[O:38])=[O:39])=[CH:29][CH:30]=2)[C:10]([C:13]#[N:14])=[CH:11][CH:12]=1)[CH3:2]. (2) Given the reactants Br[C:2]1[CH:3]=[CH:4][C:5]([C:10]([N:12]2[CH2:17][CH2:16][N:15]([C:18]3[C:23]([CH3:24])=[CH:22][C:21]([CH:25]4[CH2:27][CH2:26]4)=[CH:20][N:19]=3)[CH2:14][CH2:13]2)=[O:11])=[C:6]([CH:9]=1)[C:7]#[N:8].[O:28]=[C:29]1[NH:33][C@H:32]([CH2:34][O:35][C:36](=[O:43])[C:37]2[CH:42]=[CH:41][CH:40]=[CH:39][CH:38]=2)[CH2:31][O:30]1, predict the reaction product. The product is: [C:36]([O:35][CH2:34][C@@H:32]1[CH2:31][O:30][C:29](=[O:28])[N:33]1[C:2]1[CH:3]=[CH:4][C:5]([C:10]([N:12]2[CH2:17][CH2:16][N:15]([C:18]3[C:23]([CH3:24])=[CH:22][C:21]([CH:25]4[CH2:27][CH2:26]4)=[CH:20][N:19]=3)[CH2:14][CH2:13]2)=[O:11])=[C:6]([C:7]#[N:8])[CH:9]=1)(=[O:43])[C:37]1[CH:38]=[CH:39][CH:40]=[CH:41][CH:42]=1. (3) Given the reactants [NH2:1][C:2]1[N:7]=[C:6](O)[CH:5]=[C:4]([C:9]2[CH:14]=[CH:13][C:12]([O:15][CH3:16])=[CH:11][CH:10]=2)[N:3]=1.P(Cl)(Cl)([Cl:19])=O, predict the reaction product. The product is: [Cl:19][C:6]1[CH:5]=[C:4]([C:9]2[CH:14]=[CH:13][C:12]([O:15][CH3:16])=[CH:11][CH:10]=2)[N:3]=[C:2]([NH2:1])[N:7]=1. (4) Given the reactants [CH2:1]([CH:3]([CH2:22][CH2:23][CH2:24][CH3:25])[CH2:4][N:5]1[C:17]2[C:12](=[CH:13][CH:14]=[C:15]3[CH:21]=[CH:20][CH:19]=[CH:18][C:16]3=2)[C:11]2[C:6]1=[CH:7][CH:8]=[CH:9][CH:10]=2)[CH3:2].[F:26][C:27]1[CH:35]=[CH:34][C:30]([C:31](Cl)=[O:32])=[CH:29][CH:28]=1.[Al+3].[Cl-].[Cl-].[Cl-], predict the reaction product. The product is: [CH2:1]([CH:3]([CH2:22][CH2:23][CH2:24][CH3:25])[CH2:4][N:5]1[C:17]2[C:12](=[CH:13][C:14]([C:31]([C:30]3[CH:34]=[CH:35][C:27]([F:26])=[CH:28][CH:29]=3)=[O:32])=[C:15]3[CH:21]=[CH:20][CH:19]=[CH:18][C:16]3=2)[C:11]2[C:6]1=[CH:7][CH:8]=[CH:9][CH:10]=2)[CH3:2]. (5) Given the reactants FC1C(=O)CCN(C2NN=CC=2[N+]([O-])=O)C1.[F:17][CH:18]1[CH2:24][N:23]([C:25]2[NH:29][N:28]=[CH:27][C:26]=2[N+:30]([O-:32])=[O:31])[CH2:22][CH2:21][CH:20](C(OCC)=O)[C:19]1=[O:38].[N+](=CC(OCC)=O)=[N-].B(F)(F)F.CCOCC.Cl, predict the reaction product. The product is: [F:17][CH:18]1[C:19](=[O:38])[CH2:20][CH2:21][CH2:22][N:23]([C:25]2[NH:29][N:28]=[CH:27][C:26]=2[N+:30]([O-:32])=[O:31])[CH2:24]1. (6) Given the reactants [O:1]=[C:2]([CH2:13][CH2:14][CH2:15][CH2:16][CH2:17]CCCC)/[C:3](/[NH:6][C:7](=[O:12])[O:8][CH2:9][CH:10]=[CH2:11])=[CH:4]/[CH3:5].CON(C)C(=O)/C(/NC(=O)OCC=C)=C/C, predict the reaction product. The product is: [CH2:9]([O:8][C:7](=[O:12])[NH:6]/[C:3](/[C:2](=[O:1])[CH2:13][CH2:14][CH2:15][CH2:16][CH3:17])=[CH:4]\[CH3:5])[CH:10]=[CH2:11]. (7) The product is: [C:15]([O:19][C:20](=[O:27])[NH:21][CH:22]1[CH2:25][CH:24]([N:32]2[CH2:33][CH2:34][N:29]([CH3:28])[C:30](=[O:35])[CH2:31]2)[CH2:23]1)([CH3:18])([CH3:17])[CH3:16]. Given the reactants C(O[BH-](OC(=O)C)OC(=O)C)(=O)C.[Na+].[C:15]([O:19][C:20](=[O:27])[NH:21][CH:22]1[CH2:25][C:24](=O)[CH2:23]1)([CH3:18])([CH3:17])[CH3:16].[CH3:28][N:29]1[CH2:34][CH2:33][NH:32][CH2:31][C:30]1=[O:35], predict the reaction product.